This data is from Reaction yield outcomes from USPTO patents with 853,638 reactions. The task is: Predict the reaction yield, written as a fraction of the theoretical maximum amount of product (1.0 means a 100% yield; for example, 0.34 means a 34% yield). (1) The reactants are O.[C:2]([O:6][C:7]([N:9]1[CH2:13][CH2:12][CH2:11][C@@H:10]1[C:14]([OH:16])=O)=[O:8])([CH3:5])([CH3:4])[CH3:3].CCN=C=NCCCN(C)C.Cl.[CH3:29][N:30]([CH3:32])[NH2:31].CCN(C(C)C)C(C)C. The catalyst is C(Cl)Cl. The product is [CH3:29][N:30]([CH3:32])[NH:31][C:14]([C@H:10]1[CH2:11][CH2:12][CH2:13][N:9]1[C:7]([O:6][C:2]([CH3:5])([CH3:4])[CH3:3])=[O:8])=[O:16]. The yield is 0.790. (2) The reactants are C[Br:2].[CH3:3]OC(C)(C)C.[C:9]1([C:28]2[CH:33]=[CH:32][CH:31]=[CH:30][CH:29]=2)[CH:14]=[CH:13][CH:12]=[CH:11][C:10]=1[NH:15][C:16](=[O:27])[O:17][CH:18]1[CH2:24][CH:23]2[N:25]([CH3:26])[CH:20]([CH2:21][CH2:22]2)[CH2:19]1. The catalyst is C(Cl)Cl.CC#N. The product is [Br-:2].[C:9]1([C:28]2[CH:29]=[CH:30][CH:31]=[CH:32][CH:33]=2)[CH:14]=[CH:13][CH:12]=[CH:11][C:10]=1[NH:15][C:16]([O:17][CH:18]1[CH2:19][CH:20]2[N+:25]([CH3:3])([CH3:26])[CH:23]([CH2:22][CH2:21]2)[CH2:24]1)=[O:27]. The yield is 0.940. (3) The reactants are [CH3:1][C:2]1[O:7][C:6](=[O:8])[C:5]2[CH:9]=[CH:10][CH:11]=[C:12]([C:13]([OH:15])=O)[C:4]=2[N:3]=1.C([O-])(=O)C.[NH4+:20]. The catalyst is [NH4+].[OH-].CO. The product is [CH3:1][C:2]1[NH:20][C:13](=[O:15])[C:12]2[C:4](=[C:5]([C:6]([OH:7])=[O:8])[CH:9]=[CH:10][CH:11]=2)[N:3]=1. The yield is 0.650.